This data is from Full USPTO retrosynthesis dataset with 1.9M reactions from patents (1976-2016). The task is: Predict the reactants needed to synthesize the given product. (1) Given the product [F:1][C:2]1[CH:3]=[C:22]([CH:7]=[C:8]([N:10]([CH3:17])[C:11]2[CH:12]=[N:13][CH:14]=[N:15][CH:16]=2)[CH:9]=1)[C:21]([OH:18])=[O:23], predict the reactants needed to synthesize it. The reactants are: [F:1][C:2]1[CH:3]=C([CH:7]=[C:8]([N:10]([CH3:17])[C:11]2[CH:12]=[N:13][CH:14]=[N:15][CH:16]=2)[CH:9]=1)C#N.[OH-:18].[Na+].Cl.[CH2:21]([OH:23])[CH3:22]. (2) Given the product [NH3:13].[CH3:38][N:28]([CH3:27])[CH2:29][CH2:30][CH2:31][N:32]1[CH2:33][CH2:34][N:35]([C:21]([C:19]2[O:18][N:17]=[C:16]([CH2:15][N:13]([CH3:14])[S:10]([C:6]3[C:7]([CH3:9])=[CH:8][C:3]([O:2][CH3:1])=[CH:4][C:5]=3[CH3:26])(=[O:12])=[O:11])[N:20]=2)=[O:22])[CH2:36][CH2:37]1, predict the reactants needed to synthesize it. The reactants are: [CH3:1][O:2][C:3]1[CH:8]=[C:7]([CH3:9])[C:6]([S:10]([N:13]([CH2:15][C:16]2[N:20]=[C:19]([C:21](OCC)=[O:22])[O:18][N:17]=2)[CH3:14])(=[O:12])=[O:11])=[C:5]([CH3:26])[CH:4]=1.[CH3:27][N:28]([CH3:38])[CH2:29][CH2:30][CH2:31][N:32]1[CH2:37][CH2:36][NH:35][CH2:34][CH2:33]1.C[Al](C)C.